This data is from Reaction yield outcomes from USPTO patents with 853,638 reactions. The task is: Predict the reaction yield, written as a fraction of the theoretical maximum amount of product (1.0 means a 100% yield; for example, 0.34 means a 34% yield). (1) The reactants are [F:1][C:2]1[CH:7]=[CH:6][C:5]([CH2:8][C:9](=O)[CH3:10])=[C:4]([N+:12]([O-])=O)[CH:3]=1.N1C=CC=CC=1C1C=CC=CN=1. The catalyst is [C-]#[O+].[C-]#[O+].[C-]#[O+].[C-]#[O+].[C-]#[O+].[C-]#[O+].[C-]#[O+].[C-]#[O+].[C-]#[O+].[C-]#[O+].[C-]#[O+].[C-]#[O+].[Ru].[Ru].[Ru].C1(C)C=CC=CC=1. The product is [F:1][C:2]1[CH:3]=[C:4]2[C:5]([CH:8]=[C:9]([CH3:10])[NH:12]2)=[CH:6][CH:7]=1. The yield is 0.970. (2) The reactants are [C:1]1([C@H:7]([NH:9][C:10]2[C:11]3[C:18]4[CH2:19][CH2:20][N:21](C(OC(C)(C)C)=O)[CH2:22][C:17]=4[S:16][C:12]=3[N:13]=[CH:14][N:15]=2)[CH3:8])[CH:6]=[CH:5][CH:4]=[CH:3][CH:2]=1.Cl.O1CCOCC1. The catalyst is CC(O)C.C(OCC)(=O)C. The product is [C:1]1([C@H:7]([NH:9][C:10]2[C:11]3[C:18]4[CH2:19][CH2:20][NH:21][CH2:22][C:17]=4[S:16][C:12]=3[N:13]=[CH:14][N:15]=2)[CH3:8])[CH:6]=[CH:5][CH:4]=[CH:3][CH:2]=1. The yield is 0.780. (3) The reactants are [C:1]([C:5]1[CH:6]=[C:7]2[C:12](=[C:13]([F:15])[CH:14]=1)[C:11](=[O:16])[N:10]([C:17]1[CH:27]=[CH:26][CH:25]=[C:24]([C:28]3[N:29]=[C:30]([NH:37][C:38]4[CH:43]=[CH:42][C:41]([C:44]([N:46]5[CH2:51][CH2:50][O:49][CH2:48][CH2:47]5)=[O:45])=[CH:40][CH:39]=4)[C:31]4[N:32]([CH:34]=[CH:35][N:36]=4)[CH:33]=3)[C:18]=1[CH2:19][O:20]C(=O)C)[N:9]=[CH:8]2)([CH3:4])([CH3:3])[CH3:2].C([O-])([O-])=O.[K+].[K+]. The catalyst is CO. The product is [C:1]([C:5]1[CH:6]=[C:7]2[C:12](=[C:13]([F:15])[CH:14]=1)[C:11](=[O:16])[N:10]([C:17]1[CH:27]=[CH:26][CH:25]=[C:24]([C:28]3[N:29]=[C:30]([NH:37][C:38]4[CH:39]=[CH:40][C:41]([C:44]([N:46]5[CH2:51][CH2:50][O:49][CH2:48][CH2:47]5)=[O:45])=[CH:42][CH:43]=4)[C:31]4[N:32]([CH:34]=[CH:35][N:36]=4)[CH:33]=3)[C:18]=1[CH2:19][OH:20])[N:9]=[CH:8]2)([CH3:4])([CH3:2])[CH3:3]. The yield is 0.160. (4) The reactants are [Cl:1][C:2]1[N:3]=[C:4]2[CH:12]=[CH:11][N:10]=[CH:9][C:5]2=[N:6][C:7]=1Cl.[C:13]1([S:19]([NH2:22])(=[O:21])=[O:20])[CH:18]=[CH:17][CH:16]=[CH:15][CH:14]=1.C([O-])([O-])=O.[K+].[K+].O. The catalyst is CC(N(C)C)=O. The product is [Cl:1][C:2]1[N:3]=[C:4]2[CH:12]=[CH:11][N:10]=[CH:9][C:5]2=[N:6][C:7]=1[NH:22][S:19]([C:13]1[CH:18]=[CH:17][CH:16]=[CH:15][CH:14]=1)(=[O:21])=[O:20]. The yield is 0.0500. (5) The reactants are [Br:1][C:2]1[C:3]([N:12]2[CH2:17][CH2:16][N:15]([CH2:18][C:19]3[N:23]([CH3:24])[CH:22]=[N:21][CH:20]=3)[CH2:14][CH2:13]2)=[C:4]([N+:9]([O-])=O)[C:5]([NH2:8])=[N:6][CH:7]=1.[C:25]([O:29][C:30]([N:32]1[CH2:37][CH2:36][N:35]([CH2:38][C:39]2[CH:44]=[CH:43][C:42]([CH:45]=O)=[CH:41][CH:40]=2)[CH2:34][CH2:33]1)=[O:31])([CH3:28])([CH3:27])[CH3:26].[O-]S(S([O-])=O)=O.[Na+].[Na+]. The catalyst is CCO.CN(C=O)C.C(Cl)Cl.N. The product is [Br:1][C:2]1[C:3]([N:12]2[CH2:17][CH2:16][N:15]([CH2:18][C:19]3[N:23]([CH3:24])[CH:22]=[N:21][CH:20]=3)[CH2:14][CH2:13]2)=[C:4]2[N:9]=[C:45]([C:42]3[CH:41]=[CH:40][C:39]([CH2:38][N:35]4[CH2:34][CH2:33][N:32]([C:30]([O:29][C:25]([CH3:26])([CH3:28])[CH3:27])=[O:31])[CH2:37][CH2:36]4)=[CH:44][CH:43]=3)[NH:8][C:5]2=[N:6][CH:7]=1. The yield is 0.390. (6) The reactants are C(OC([N:6]1[C:33]2[C:28](=[CH:29][CH:30]=[C:31]([Cl:34])[CH:32]=2)[C:8]2([CH:13]([CH:14]3[CH2:19][CH2:18][CH2:17][CH2:16][CH2:15]3)[CH2:12][C:11](=[O:20])[NH:10][CH:9]2[C:21]2[CH:26]=[CH:25][CH:24]=[C:23]([Cl:27])[CH:22]=2)[C:7]1=[O:35])=O)C.[OH-].[Na+]. The yield is 0.290. The catalyst is CO. The product is [Cl:34][C:31]1[CH:32]=[C:33]2[NH:6][C:7](=[O:35])[C:8]3([CH:13]([CH:14]4[CH2:19][CH2:18][CH2:17][CH2:16][CH2:15]4)[CH2:12][C:11](=[O:20])[NH:10][CH:9]3[C:21]3[CH:26]=[CH:25][CH:24]=[C:23]([Cl:27])[CH:22]=3)[C:28]2=[CH:29][CH:30]=1.